From a dataset of Full USPTO retrosynthesis dataset with 1.9M reactions from patents (1976-2016). Predict the reactants needed to synthesize the given product. (1) The reactants are: Br[C:2]1[CH:3]=[CH:4][C:5]([N:8]2[CH2:13][CH2:12][O:11][CH2:10][CH2:9]2)=[N:6][CH:7]=1.C(O[B:18]1[O:22][C:21]([CH3:24])([CH3:23])[C:20]([CH3:26])([CH3:25])[O:19]1)(C)C.COC1C=CC(B2OC(C)(C)C(C)(C)O2)=CN=1. Given the product [CH3:25][C:20]1([CH3:26])[C:21]([CH3:24])([CH3:23])[O:22][B:18]([C:2]2[CH:3]=[CH:4][C:5]([N:8]3[CH2:13][CH2:12][O:11][CH2:10][CH2:9]3)=[N:6][CH:7]=2)[O:19]1, predict the reactants needed to synthesize it. (2) Given the product [CH2:20]([O:27][C:28]1[CH:33]=[CH:32][C:31](/[CH:18]=[CH:17]/[C:14]2[CH:15]=[N:16][C:11]([NH:10][C:7]3[CH:8]=[CH:9][C:4]([O:3][CH:2]([F:1])[F:19])=[CH:5][CH:6]=3)=[N:12][CH:13]=2)=[CH:30][CH:29]=1)[C:21]1[CH:26]=[CH:25][CH:24]=[CH:23][CH:22]=1, predict the reactants needed to synthesize it. The reactants are: [F:1][CH:2]([F:19])[O:3][C:4]1[CH:9]=[CH:8][C:7]([NH:10][C:11]2[N:16]=[CH:15][C:14]([CH:17]=[CH2:18])=[CH:13][N:12]=2)=[CH:6][CH:5]=1.[CH2:20]([O:27][C:28]1[CH:33]=[CH:32][C:31](I)=[CH:30][CH:29]=1)[C:21]1[CH:26]=[CH:25][CH:24]=[CH:23][CH:22]=1.C1(C)C=CC=CC=1P(C1C=CC=CC=1C)C1C=CC=CC=1C.